This data is from TCR-epitope binding with 47,182 pairs between 192 epitopes and 23,139 TCRs. The task is: Binary Classification. Given a T-cell receptor sequence (or CDR3 region) and an epitope sequence, predict whether binding occurs between them. (1) The epitope is FRYMNSQGL. The TCR CDR3 sequence is CASGTGGNDQPQHF. Result: 0 (the TCR does not bind to the epitope). (2) The epitope is SEISMDNSPNL. The TCR CDR3 sequence is CASSPGGSYEQYF. Result: 1 (the TCR binds to the epitope). (3) The epitope is KLVALGINAV. The TCR CDR3 sequence is CASSPPTAPNEKLFF. Result: 0 (the TCR does not bind to the epitope). (4) Result: 1 (the TCR binds to the epitope). The TCR CDR3 sequence is CASSQVEETQYF. The epitope is PKYVKQNTLKLAT. (5) The epitope is VLWAHGFEL. The TCR CDR3 sequence is CASSSRGLNTGELFF. Result: 1 (the TCR binds to the epitope). (6) Result: 0 (the TCR does not bind to the epitope). The TCR CDR3 sequence is CASSMLATDTQYF. The epitope is GTSGSPIINR. (7) Result: 1 (the TCR binds to the epitope). The TCR CDR3 sequence is CASSQSPGGIQYF. The epitope is LPRRSGAAGA.